Dataset: Full USPTO retrosynthesis dataset with 1.9M reactions from patents (1976-2016). Task: Predict the reactants needed to synthesize the given product. Given the product [Br:1][C:2]1[CH:3]=[C:4]([N:8]2[C:12]3=[N:13][CH:14]=[CH:15][CH:16]=[C:11]3[C:10]([C:17]([NH2:23])=[O:19])=[N:9]2)[CH:5]=[CH:6][CH:7]=1, predict the reactants needed to synthesize it. The reactants are: [Br:1][C:2]1[CH:3]=[C:4]([N:8]2[C:12]3=[N:13][CH:14]=[CH:15][CH:16]=[C:11]3[C:10]([C:17]([O:19]C)=O)=[N:9]2)[CH:5]=[CH:6][CH:7]=1.C([NH2:23])=O.C[O-].[Na+].